Task: Predict the reaction yield, written as a fraction of the theoretical maximum amount of product (1.0 means a 100% yield; for example, 0.34 means a 34% yield).. Dataset: Reaction yield outcomes from USPTO patents with 853,638 reactions (1) The reactants are [F:1][C:2]1[C:3]([OH:11])=[CH:4][C:5]2[O:9][CH2:8][CH2:7][C:6]=2[CH:10]=1.N1C=CC=CC=1.[F:18][C:19]([F:32])([F:31])[S:20](O[S:20]([C:19]([F:32])([F:31])[F:18])(=[O:22])=[O:21])(=[O:22])=[O:21].C(O)(=O)CC(CC(O)=O)(C(O)=O)O. The catalyst is C(Cl)Cl. The product is [F:18][C:19]([F:32])([F:31])[S:20]([O:11][C:3]1[C:2]([F:1])=[CH:10][C:6]2[CH2:7][CH2:8][O:9][C:5]=2[CH:4]=1)(=[O:22])=[O:21]. The yield is 0.742. (2) The reactants are [F:1][C:2]([F:36])([F:35])[C:3]1[CH:4]=[C:5]([C:13]([CH3:34])([CH3:33])[C:14]([N:16]([C:18]2[CH:19]=[N:20][C:21](Cl)=[CH:22][C:23]=2[C:24]2[CH:29]=[CH:28][C:27]([F:30])=[CH:26][C:25]=2[CH3:31])[CH3:17])=[O:15])[CH:6]=[C:7]([C:9]([F:12])([F:11])[F:10])[CH:8]=1.[OH:37][CH2:38][CH:39]1[CH2:44][CH2:43][NH:42][CH2:41][CH2:40]1.[Cl-].[Li+].C(=O)([O-])[O-].[K+].[K+]. The catalyst is CS(C)=O.O. The product is [F:1][C:2]([F:36])([F:35])[C:3]1[CH:4]=[C:5]([C:13]([CH3:34])([CH3:33])[C:14]([N:16]([C:18]2[C:23]([C:24]3[CH:29]=[CH:28][C:27]([F:30])=[CH:26][C:25]=3[CH3:31])=[CH:22][C:21]([N:42]3[CH2:43][CH2:44][CH:39]([CH2:38][OH:37])[CH2:40][CH2:41]3)=[N:20][CH:19]=2)[CH3:17])=[O:15])[CH:6]=[C:7]([C:9]([F:12])([F:11])[F:10])[CH:8]=1. The yield is 0.740. (3) The reactants are [CH3:1][C:2]1[O:6][C:5]([C:7]2[CH:12]=[CH:11][CH:10]=[CH:9][CH:8]=2)=[N:4][C:3]=1[CH2:13][O:14][C:15]1[CH:23]=[CH:22][C:18]([CH2:19][O:20][NH2:21])=[CH:17][CH:16]=1.O=[C:25]([C:31]1[CH:36]=[CH:35][CH:34]=[CH:33][CH:32]=1)[CH2:26][CH2:27][C:28]([NH2:30])=[O:29].C(O)(=O)C.C([O-])(=O)C.[Na+]. The catalyst is O.C(O)C. The product is [CH3:1][C:2]1[O:6][C:5]([C:7]2[CH:8]=[CH:9][CH:10]=[CH:11][CH:12]=2)=[N:4][C:3]=1[CH2:13][O:14][C:15]1[CH:16]=[CH:17][C:18]([CH2:19][O:20]/[N:21]=[C:25](\[C:31]2[CH:36]=[CH:35][CH:34]=[CH:33][CH:32]=2)/[CH2:26][CH2:27][C:28]([NH2:30])=[O:29])=[CH:22][CH:23]=1. The yield is 0.0800. (4) The reactants are [N:1]1[C:11]2[C:6](=[CH:7][CH:8]=[CH:9][CH:10]=2)[C:4]([CH3:5])=[CH:3][CH:2]=1.[Cl:12][CH2:13][CH2:14][OH:15]. The catalyst is C(#N)C. The product is [Cl-:12].[OH:15][CH2:14][CH2:13][N+:1]1[C:11]2[C:6](=[CH:7][CH:8]=[CH:9][CH:10]=2)[C:4]([CH3:5])=[CH:3][CH:2]=1. The yield is 0.630. (5) The reactants are [Cl:1][C:2]1[S:6][C:5]([C:7]2[O:11][C:10]([S:12][CH2:13][C:14]([NH:16][C:17]3[CH:22]=[CH:21][CH:20]=[CH:19][CH:18]=3)=[O:15])=[N:9][N:8]=2)=[CH:4][CH:3]=1.C([O-])(=O)C.[Na+]. The catalyst is C(O)C. The product is [Cl:1][C:2]1[S:6][C:5]([C:7]([NH:8][N:9]=[C:10]2[N:16]([C:17]3[CH:22]=[CH:21][CH:20]=[CH:19][CH:18]=3)[C:14](=[O:15])[CH2:13][S:12]2)=[O:11])=[CH:4][CH:3]=1. The yield is 0.470. (6) The reactants are [CH2:1]([CH:3]([C:6]1[C:7]2[N:8]([C:13]([C:17]3[S:21][C:20]([C:22]4(O)[CH2:27][CH2:26][O:25][CH2:24][CH2:23]4)=[N:19][C:18]=3[CH3:29])=[C:14]([CH3:16])[N:15]=2)[N:9]=[C:10]([CH3:12])[CH:11]=1)[CH2:4][CH3:5])[CH3:2].C([SiH](CC)CC)C.FC(F)(F)C(O)=O. The catalyst is C(Cl)Cl. The product is [O:25]1[CH2:24][CH:23]=[C:22]([C:20]2[S:21][C:17]([C:13]3[N:8]4[N:9]=[C:10]([CH3:12])[CH:11]=[C:6]([CH:3]([CH2:1][CH3:2])[CH2:4][CH3:5])[C:7]4=[N:15][C:14]=3[CH3:16])=[C:18]([CH3:29])[N:19]=2)[CH2:27][CH2:26]1. The yield is 0.450.